Dataset: Forward reaction prediction with 1.9M reactions from USPTO patents (1976-2016). Task: Predict the product of the given reaction. (1) The product is: [NH2:18][C:11]1[CH:12]=[C:13]([O:16][CH3:17])[CH:14]=[CH:15][C:10]=1[C:9]([NH:8][C:5]1[CH:4]=[CH:3][C:2]([Cl:1])=[CH:7][CH:6]=1)=[O:21]. Given the reactants [Cl:1][C:2]1[CH:7]=[CH:6][C:5]([NH:8][C:9](=[O:21])[C:10]2[CH:15]=[CH:14][C:13]([O:16][CH3:17])=[CH:12][C:11]=2[N+:18]([O-])=O)=[CH:4][CH:3]=1.O.O.[Sn](Cl)Cl.O.C([O-])(O)=O.[Na+], predict the reaction product. (2) Given the reactants [Cl:1][C:2]1[C:7]([CH:8]([OH:13])[C:9]([O:11][CH3:12])=[O:10])=[C:6]([CH3:14])[N:5]=[C:4]2[S:15][C:16]3[CH2:21][CH2:20][CH2:19][CH2:18][C:17]=3[C:3]=12.C(O[C:26]([CH3:29])([CH3:28])[CH3:27])(=O)C.Cl(O)(=O)(=O)=O, predict the reaction product. The product is: [Cl:1][C:2]1[C:7]([CH:8]([O:13][C:26]([CH3:29])([CH3:28])[CH3:27])[C:9]([O:11][CH3:12])=[O:10])=[C:6]([CH3:14])[N:5]=[C:4]2[S:15][C:16]3[CH2:21][CH2:20][CH2:19][CH2:18][C:17]=3[C:3]=12. (3) Given the reactants S1[C:6]2[CH:7]=[CH:8][CH:9]=[CH:10][C:5]=2[N:4]([C:11]2[C:16]([CH2:17][N:18]([C:25]3[CH:26]=[N:27][CH:28]=[CH:29][CH:30]=3)[C:19]3[CH:20]=[N:21][CH:22]=[CH:23][CH:24]=3)=[CH:15][CH:14]=[CH:13][N:12]=2)[CH2:3][CH2:2]1.O[O:32][S:33]([O-:35])=O.[K+], predict the reaction product. The product is: [O:32]=[S:33]1(=[O:35])[C:6]2[CH:7]=[CH:8][CH:9]=[CH:10][C:5]=2[N:4]([C:11]2[C:16]([CH2:17][N:18]([C:25]3[CH:26]=[N:27][CH:28]=[CH:29][CH:30]=3)[C:19]3[CH:20]=[N:21][CH:22]=[CH:23][CH:24]=3)=[CH:15][CH:14]=[CH:13][N:12]=2)[CH2:3][CH2:2]1.